This data is from Catalyst prediction with 721,799 reactions and 888 catalyst types from USPTO. The task is: Predict which catalyst facilitates the given reaction. (1) Reactant: [Si:1]([O:8][CH2:9][C:10]1[CH:11]=[C:12]([C:16]2[CH:17]=[CH:18][C:19]([NH2:22])=[N:20][CH:21]=2)[CH:13]=[CH:14][CH:15]=1)([C:4]([CH3:7])([CH3:6])[CH3:5])([CH3:3])[CH3:2].C(=O)([O-])O.[Na+].Br[CH:29]([CH3:40])[C:30]([C:32]1[CH:37]=[CH:36][C:35]([F:38])=[CH:34][C:33]=1[F:39])=O. Product: [Si:1]([O:8][CH2:9][C:10]1[CH:11]=[C:12]([C:16]2[CH:17]=[CH:18][C:19]3[N:20]([C:29]([CH3:40])=[C:30]([C:32]4[CH:37]=[CH:36][C:35]([F:38])=[CH:34][C:33]=4[F:39])[N:22]=3)[CH:21]=2)[CH:13]=[CH:14][CH:15]=1)([C:4]([CH3:7])([CH3:6])[CH3:5])([CH3:3])[CH3:2]. The catalyst class is: 8. (2) Reactant: [CH:1]([CH:3](Cl)[C:4]1[CH:9]=CC=CC=1)=[CH2:2].[CH3:11][NH2:12].[CH2:13]1[CH2:17]O[CH2:15][CH2:14]1. Product: [CH3:11][NH:12][CH2:15][C:14]1[CH:9]=[CH:4][C:3]([CH:1]=[CH2:2])=[CH:17][CH:13]=1. The catalyst class is: 536. (3) Reactant: [CH3:1][CH2:2][OH:3].[O-:4][CH2:5][CH3:6].[Na+].Cl[C:9](Cl)(Cl)[C:10]([C:12]1[NH:13]C(CC)=[CH:15][CH:16]=1)=O.Cl. Product: [CH2:16]([C:12]1[NH:13][C:1]([C:2]([O:4][CH2:5][CH3:6])=[O:3])=[CH:9][CH:10]=1)[CH3:15]. The catalyst class is: 27.